From a dataset of Catalyst prediction with 721,799 reactions and 888 catalyst types from USPTO. Predict which catalyst facilitates the given reaction. (1) Reactant: [CH3:1][CH:2]1[C:11]2[C:6](=[N:7][C:8]([C:12]3[CH:17]=[CH:16][CH:15]=[C:14]([C:18]([F:21])([F:20])[F:19])[CH:13]=3)=[CH:9][CH:10]=2)[NH:5][CH2:4][CH2:3]1.[N:22]1[CH:27]=[CH:26][CH:25]=[CH:24][C:23]=1[NH:28][C:29](=O)[O:30]C1C=CC=CC=1. Product: [CH3:1][CH:2]1[C:11]2[C:6](=[N:7][C:8]([C:12]3[CH:17]=[CH:16][CH:15]=[C:14]([C:18]([F:21])([F:19])[F:20])[CH:13]=3)=[CH:9][CH:10]=2)[N:5]([C:29]([NH:28][C:23]2[CH:24]=[CH:25][CH:26]=[CH:27][N:22]=2)=[O:30])[CH2:4][CH2:3]1. The catalyst class is: 840. (2) Reactant: [C:1]([C:3]1[N:8]=[CH:7][C:6]([NH:9][C@@H:10]2[CH2:15][CH2:14][O:13][CH2:12][C@@H:11]2[NH:16]C(=O)OC(C)(C)C)=[CH:5][C:4]=1[NH:24][C:25]1[S:29][N:28]=[C:27]([CH3:30])[CH:26]=1)#[N:2].[OH:31]S(O)(=O)=O. Product: [NH2:16][C@@H:11]1[C@H:10]([NH:9][C:6]2[CH:5]=[C:4]([NH:24][C:25]3[S:29][N:28]=[C:27]([CH3:30])[CH:26]=3)[C:3]([C:1]([NH2:2])=[O:31])=[N:8][CH:7]=2)[CH2:15][CH2:14][O:13][CH2:12]1. The catalyst class is: 67. (3) Reactant: C1C=CC(P(C2C(C3C(P(C4C=CC=CC=4)C4C=CC=CC=4)=CC=C4C=3C=CC=C4)=C3C(C=CC=C3)=CC=2)C2C=CC=CC=2)=CC=1.[CH2:47]([N:50]1[CH2:55][CH2:54][NH:53][CH2:52][CH2:51]1)[CH:48]=[CH2:49].Cl[C:57]1[N:62]=[CH:61][C:60]([O:63][S:64]([C:67]2[CH:72]=[CH:71][C:70]([CH:73]([CH3:75])[CH3:74])=[CH:69][CH:68]=2)(=[O:66])=[O:65])=[CH:59][CH:58]=1. Product: [CH2:47]([N:50]1[CH2:55][CH2:54][N:53]([C:57]2[N:62]=[CH:61][C:60]([O:63][S:64]([C:67]3[CH:68]=[CH:69][C:70]([CH:73]([CH3:75])[CH3:74])=[CH:71][CH:72]=3)(=[O:66])=[O:65])=[CH:59][CH:58]=2)[CH2:52][CH2:51]1)[CH:48]=[CH2:49]. The catalyst class is: 164. (4) Reactant: [S:1]1[CH2:5][CH2:4][N:3]=[C:2]1[C:6]1[NH:7][C:8]2[C:13]([CH:14]=1)=[CH:12][CH:11]=[CH:10][C:9]=2[N+:15]([O-])=O.[Cl-].[Ca+2].[Cl-].C(O)C.Cl. Product: [S:1]1[CH2:5][CH2:4][N:3]=[C:2]1[C:6]1[NH:7][C:8]2[C:13]([CH:14]=1)=[CH:12][CH:11]=[CH:10][C:9]=2[NH2:15]. The catalyst class is: 150.